Regression/Classification. Given a drug SMILES string, predict its absorption, distribution, metabolism, or excretion properties. Task type varies by dataset: regression for continuous measurements (e.g., permeability, clearance, half-life) or binary classification for categorical outcomes (e.g., BBB penetration, CYP inhibition). For this dataset (solubility_aqsoldb), we predict Y. From a dataset of Aqueous solubility values for 9,982 compounds from the AqSolDB database. (1) The drug is CC12CCC(C(O)C1=O)C2(C)C. The Y is -0.925 log mol/L. (2) The drug is CC(C)CN(CC(C)C)C(=O)COC(=O)c1ccccc1. The Y is -3.56 log mol/L. (3) The drug is COc1ccc2c(c1)c(CC(=O)O)c(C)n2C(=O)C=Cc1ccccc1. The Y is -5.54 log mol/L.